From a dataset of Forward reaction prediction with 1.9M reactions from USPTO patents (1976-2016). Predict the product of the given reaction. (1) Given the reactants [NH2:1][C@H:2]([C:23]1[CH:28]=[CH:27][CH:26]=[CH:25][CH:24]=1)[CH2:3][CH2:4][N:5]1[CH2:10][CH2:9][CH:8]([C:11]2[CH:12]=[C:13]([NH:17][C:18](=[O:22])[CH:19]([CH3:21])[CH3:20])[CH:14]=[CH:15][CH:16]=2)[CH2:7][CH2:6]1.[C:29]1([CH:35]([C:39]2[CH:44]=[CH:43][CH:42]=[CH:41][CH:40]=2)[C:36](Cl)=[O:37])[CH:34]=[CH:33][CH:32]=[CH:31][CH:30]=1, predict the reaction product. The product is: [C:39]1([CH:35]([C:29]2[CH:30]=[CH:31][CH:32]=[CH:33][CH:34]=2)[C:36]([NH:1][C@H:2]([C:23]2[CH:24]=[CH:25][CH:26]=[CH:27][CH:28]=2)[CH2:3][CH2:4][N:5]2[CH2:10][CH2:9][CH:8]([C:11]3[CH:12]=[C:13]([NH:17][C:18](=[O:22])[CH:19]([CH3:21])[CH3:20])[CH:14]=[CH:15][CH:16]=3)[CH2:7][CH2:6]2)=[O:37])[CH:40]=[CH:41][CH:42]=[CH:43][CH:44]=1. (2) Given the reactants [F:1][C:2]1[CH:18]=[C:17]([F:19])[CH:16]=[CH:15][C:3]=1[CH2:4][C:5]1[CH:6]=[C:7]([CH:12]=[CH:13][N:14]=1)[C:8]([O:10][CH3:11])=[O:9], predict the reaction product. The product is: [F:1][C:2]1[CH:18]=[C:17]([F:19])[CH:16]=[CH:15][C:3]=1[CH2:4][CH:5]1[CH2:6][CH:7]([C:8]([O:10][CH3:11])=[O:9])[CH2:12][CH2:13][NH:14]1. (3) Given the reactants [Cl:1][C:2]1[N:3]=[N:4][C:5]([Cl:8])=[CH:6][CH:7]=1.[CH3:9][CH:10](C)[C:11](O)=O.FC(F)(F)C(O)=O.S(OOS([O-])(=O)=O)([O-])(=O)=O.[NH4+].[NH4+].C([O-])(O)=O.[Na+], predict the reaction product. The product is: [Cl:1][C:2]1[N:3]=[N:4][C:5]([Cl:8])=[CH:6][C:7]=1[CH:10]([CH3:11])[CH3:9].